This data is from Forward reaction prediction with 1.9M reactions from USPTO patents (1976-2016). The task is: Predict the product of the given reaction. (1) Given the reactants [C:1]([C@@:3]1([OH:19])[C@H:7]([OH:8])[C@@H:6]([CH2:9][OH:10])[O:5][C@H:4]1[N:11]1[CH:16]=[CH:15][C:14](=[O:17])[NH:13][C:12]1=[O:18])#[CH:2].CN(C1C2C(N(C)C)=CC=CC=2C=CC=1)C.[P:36](Cl)(Cl)(=[O:44])[O:37][C:38]1[CH:43]=[CH:42][CH:41]=[CH:40][CH:39]=1.[NH2:47][C@@H:48]([CH2:55][CH2:56][CH3:57])[C:49]([O:51][CH:52]([CH3:54])[CH3:53])=[O:50].C(N(CC)CC)C, predict the reaction product. The product is: [O:18]=[C:12]1[NH:13][C:14](=[O:17])[CH:15]=[CH:16][N:11]1[C@@H:4]1[O:5][C@H:6]([CH2:9][O:10][P:36]([NH:47][C@@H:48]([CH2:55][CH2:56][CH3:57])[C:49]([O:51][CH:52]([CH3:53])[CH3:54])=[O:50])([O:37][C:38]2[CH:43]=[CH:42][CH:41]=[CH:40][CH:39]=2)=[O:44])[C@@H:7]([OH:8])[C@@:3]1([C:1]#[CH:2])[OH:19]. (2) Given the reactants C[O:2][C:3](=[O:23])[CH2:4][N:5]([C:16]([O:18][C:19]([CH3:22])([CH3:21])[CH3:20])=[O:17])[CH2:6][C:7]([N:9]1[CH2:13][CH2:12][CH2:11][CH:10]1[C:14]#[N:15])=[O:8].[Li+].[OH-], predict the reaction product. The product is: [C:19]([O:18][C:16]([N:5]([CH2:4][C:3]([OH:23])=[O:2])[CH2:6][C:7]([N:9]1[CH2:13][CH2:12][CH2:11][CH:10]1[C:14]#[N:15])=[O:8])=[O:17])([CH3:22])([CH3:20])[CH3:21]. (3) Given the reactants [CH2:1]1[CH:9]2[N:4]([CH2:5][CH:6]=[C:7]([C:10]3[C:18]4[C:13](=[N:14][CH:15]=[CH:16][CH:17]=4)[NH:12][CH:11]=3)[CH2:8]2)[CH2:3][CH2:2]1.[O:19]([C:21]1[CH:29]=[CH:28][CH:27]=[C:26]([O:30][CH3:31])[C:22]=1[C:23](Cl)=[O:24])[CH3:20].C[Si]([N-][Si](C)(C)C)(C)C.[Na+], predict the reaction product. The product is: [O:19]([C:21]1[CH:29]=[CH:28][CH:27]=[C:26]([O:30][CH3:31])[C:22]=1[C:23]([N:12]1[C:13]2[C:18](=[CH:17][CH:16]=[CH:15][N:14]=2)[C:10]([C:7]2[CH2:8][CH:9]3[N:4]([CH2:3][CH2:2][CH2:1]3)[CH2:5][CH:6]=2)=[CH:11]1)=[O:24])[CH3:20]. (4) Given the reactants C(OC([N:8]1[CH2:12][C@H:11]([O:13][CH2:14][CH2:15][N:16](C(OC(C)(C)C)=O)[CH2:17][CH2:18][O:19][C:20]2[CH:25]=[CH:24][CH:23]=[C:22]([F:26])[CH:21]=2)[C@H:10]([CH2:34][C:35]2[CH:40]=[C:39]([CH3:41])[CH:38]=[C:37]([N:42](CC3C=CC=CC=3)C(OC(C)(C)C)=O)[N:36]=2)[CH2:9]1)=O)(C)(C)C, predict the reaction product. The product is: [CH3:41][C:39]1[CH:38]=[C:37]([NH2:42])[N:36]=[C:35]([CH2:34][CH:10]2[CH:11]([O:13][CH2:14][CH2:15][NH:16][CH2:17][CH2:18][O:19][C:20]3[CH:25]=[CH:24][CH:23]=[C:22]([F:26])[CH:21]=3)[CH2:12][NH:8][CH2:9]2)[CH:40]=1. (5) Given the reactants C(O[C:6]([N:8](C)[CH2:9][C@@H:10]([O:46][Si](C(C)(C)C)(C)C)[CH2:11][O:12][C:13]1[CH:14]=[CH:15][C:16]([Cl:45])=[C:17]([C:19]2[N:24]=[C:23]([N:25]3[CH2:28][C:27]4([CH2:32][CH2:31][N:30]([C:33]([O:35][CH3:36])=[O:34])[CH2:29]4)[CH2:26]3)[C:22]([CH3:37])=[C:21]([C:38]3[C:39]([CH3:44])=[N:40][O:41][C:42]=3[CH3:43])[N:20]=2)[CH:18]=1)=O)(C)(C)C.C(O)(C(F)(F)F)=O, predict the reaction product. The product is: [Cl:45][C:16]1[CH:15]=[CH:14][C:13]([O:12][CH2:11][C@H:10]([OH:46])[CH2:9][NH:8][CH3:6])=[CH:18][C:17]=1[C:19]1[N:24]=[C:23]([N:25]2[CH2:28][C:27]3([CH2:32][CH2:31][N:30]([C:33]([O:35][CH3:36])=[O:34])[CH2:29]3)[CH2:26]2)[C:22]([CH3:37])=[C:21]([C:38]2[C:39]([CH3:44])=[N:40][O:41][C:42]=2[CH3:43])[N:20]=1. (6) Given the reactants CS[C:3](SC)=[C:4]1[C:13](=[O:14])[C@:12]([CH3:20])([CH2:15][CH2:16][CH:17]([CH3:19])[CH3:18])[C:11]2[C:6](=[CH:7][C:8]([F:21])=[CH:9][CH:10]=2)[C:5]1=[O:22].NC1SC=C([NH:34][S:31]([CH3:30])(=[O:33])=[O:32])[C:30]=1[S:31]([NH2:34])(=[O:33])=[O:32].[NH2:40][C:41]1[CH:46]=[CH:45][C:44](OCC2C=CC=CC=2)=[CH:43][C:42]=1[S:55]([NH2:58])(=[O:57])=[O:56], predict the reaction product. The product is: [F:21][C:8]1[CH:7]=[C:6]2[C:11]([C@@:12]([CH3:20])([CH2:15][CH2:16][CH:17]([CH3:19])[CH3:18])[C:13](=[O:14])[C:4]([C:3]3[NH:40][C:41]4[CH:46]=[CH:45][C:44]([NH:34][S:31]([CH3:30])(=[O:33])=[O:32])=[CH:43][C:42]=4[S:55](=[O:57])(=[O:56])[N:58]=3)=[C:5]2[OH:22])=[CH:10][CH:9]=1.